Dataset: NCI-60 drug combinations with 297,098 pairs across 59 cell lines. Task: Regression. Given two drug SMILES strings and cell line genomic features, predict the synergy score measuring deviation from expected non-interaction effect. (1) Cell line: HOP-92. Drug 1: C1=CC(=CC=C1C#N)C(C2=CC=C(C=C2)C#N)N3C=NC=N3. Synergy scores: CSS=15.0, Synergy_ZIP=-4.42, Synergy_Bliss=3.09, Synergy_Loewe=-1.47, Synergy_HSA=3.78. Drug 2: CC1=C(C(=O)C2=C(C1=O)N3CC4C(C3(C2COC(=O)N)OC)N4)N. (2) Drug 1: CN(CC1=CN=C2C(=N1)C(=NC(=N2)N)N)C3=CC=C(C=C3)C(=O)NC(CCC(=O)O)C(=O)O. Drug 2: C1CCC(C(C1)N)N.C(=O)(C(=O)[O-])[O-].[Pt+4]. Cell line: LOX IMVI. Synergy scores: CSS=63.9, Synergy_ZIP=-2.44, Synergy_Bliss=-6.72, Synergy_Loewe=-6.48, Synergy_HSA=-4.60. (3) Drug 1: CN(C)N=NC1=C(NC=N1)C(=O)N. Drug 2: COC1=C2C(=CC3=C1OC=C3)C=CC(=O)O2. Cell line: HS 578T. Synergy scores: CSS=-3.63, Synergy_ZIP=-0.314, Synergy_Bliss=-3.53, Synergy_Loewe=-6.57, Synergy_HSA=-5.50. (4) Cell line: TK-10. Synergy scores: CSS=7.19, Synergy_ZIP=-1.53, Synergy_Bliss=1.05, Synergy_Loewe=-8.04, Synergy_HSA=-0.930. Drug 1: C1CCC(C1)C(CC#N)N2C=C(C=N2)C3=C4C=CNC4=NC=N3. Drug 2: C(CN)CNCCSP(=O)(O)O. (5) Drug 2: CCC(=C(C1=CC=CC=C1)C2=CC=C(C=C2)OCCN(C)C)C3=CC=CC=C3.C(C(=O)O)C(CC(=O)O)(C(=O)O)O. Cell line: UO-31. Drug 1: C1CN1P(=S)(N2CC2)N3CC3. Synergy scores: CSS=10.5, Synergy_ZIP=-4.90, Synergy_Bliss=-4.00, Synergy_Loewe=-5.45, Synergy_HSA=-2.06. (6) Drug 1: C1=C(C(=O)NC(=O)N1)F. Drug 2: C1=CC(=CC=C1CCCC(=O)O)N(CCCl)CCCl. Cell line: OVCAR-8. Synergy scores: CSS=48.8, Synergy_ZIP=-0.215, Synergy_Bliss=2.04, Synergy_Loewe=3.94, Synergy_HSA=8.84. (7) Drug 1: CNC(=O)C1=CC=CC=C1SC2=CC3=C(C=C2)C(=NN3)C=CC4=CC=CC=N4. Drug 2: C1=CC(=CC=C1C#N)C(C2=CC=C(C=C2)C#N)N3C=NC=N3. Cell line: NCI/ADR-RES. Synergy scores: CSS=3.61, Synergy_ZIP=-0.377, Synergy_Bliss=3.20, Synergy_Loewe=2.92, Synergy_HSA=2.38.